This data is from Full USPTO retrosynthesis dataset with 1.9M reactions from patents (1976-2016). The task is: Predict the reactants needed to synthesize the given product. Given the product [C:1]([CH:5]1[CH2:10][CH2:9][CH:8]([C:11]([O:13][CH3:21])=[O:12])[CH2:7][CH2:6]1)([CH3:4])([CH3:2])[CH3:3], predict the reactants needed to synthesize it. The reactants are: [C:1]([CH:5]1[CH2:10][CH2:9][CH:8]([C:11]([OH:13])=[O:12])[CH2:7][CH2:6]1)([CH3:4])([CH3:3])[CH3:2].S(=O)(=O)(O)O.[OH-].[Na+].[CH3:21]O.